From a dataset of Forward reaction prediction with 1.9M reactions from USPTO patents (1976-2016). Predict the product of the given reaction. (1) Given the reactants [C:1]1([C:10]2[CH:15]=[CH:14][CH:13]=[CH:12][CH:11]=2)[CH:6]=[CH:5][C:4](B(O)O)=[CH:3][CH:2]=1.[Cl:16][C:17]1[CH:22]=[CH:21][CH:20]=[C:19](I)[CH:18]=1.C([O-])([O-])=O.[K+].[K+], predict the reaction product. The product is: [Cl:16][C:17]1[CH:18]=[C:19]([C:13]2[CH:14]=[CH:15][C:10]([C:1]3[CH:6]=[CH:5][CH:4]=[CH:3][CH:2]=3)=[CH:11][CH:12]=2)[CH:20]=[CH:21][CH:22]=1. (2) Given the reactants [CH2:1]([O:3][C:4]1[CH:5]=[C:6]([CH2:13][C:14]([OH:16])=O)[CH:7]=[CH:8][C:9]=1[O:10][CH2:11][CH3:12])[CH3:2].C1C=CC2N(O)N=NC=2C=1.C(Cl)CCl.O[NH:32][C:33]([C:35]1[CH:43]=[CH:42][CH:41]=[C:40]2[C:36]=1[CH2:37][CH2:38][C@H:39]2[NH:44][C:45](=[O:51])[O:46][C:47]([CH3:50])([CH3:49])[CH3:48])=[NH:34], predict the reaction product. The product is: [CH2:1]([O:3][C:4]1[CH:5]=[C:6]([CH:7]=[CH:8][C:9]=1[O:10][CH2:11][CH3:12])[CH2:13][C:14]1[O:16][N:34]=[C:33]([C:35]2[CH:43]=[CH:42][CH:41]=[C:40]3[C:36]=2[CH2:37][CH2:38][C@H:39]3[NH:44][C:45](=[O:51])[O:46][C:47]([CH3:49])([CH3:48])[CH3:50])[N:32]=1)[CH3:2]. (3) Given the reactants [C:1]1([S:7]([NH:10][CH2:11][CH2:12][N:13]2[C:21]3[CH:20]=[CH:19][CH:18]=[CH:17][C:16]=3[C:15]3[CH2:22][CH2:23][N:24](C(OC(C)(C)C)=O)[CH2:25][CH2:26][C:14]2=3)(=[O:9])=[O:8])[CH:6]=[CH:5][CH:4]=[CH:3][CH:2]=1.C(C(O)=O)(F)(F)F.C(Cl)[Cl:42], predict the reaction product. The product is: [ClH:42].[CH2:22]1[C:15]2[C:16]3[CH:17]=[CH:18][CH:19]=[CH:20][C:21]=3[N:13]([CH2:12][CH2:11][NH:10][S:7]([C:1]3[CH:6]=[CH:5][CH:4]=[CH:3][CH:2]=3)(=[O:8])=[O:9])[C:14]=2[CH2:26][CH2:25][NH:24][CH2:23]1. (4) Given the reactants [CH3:1][S:2]([C:5]1[CH:22]=[CH:21][C:8]([CH2:9][C:10]2[N:14]=[C:13]([CH:15]3[CH2:20][CH2:19][NH:18][CH2:17][CH2:16]3)[O:12][N:11]=2)=[CH:7][CH:6]=1)(=[O:4])=[O:3].CSC1C=CC(CC2N=C(C3CCN([C:41]([O:43][C:44]([CH3:47])([CH3:46])[CH3:45])=[O:42])CC3)ON=2)=CC=1.ClC1C=CC=C(C(OO)=O)C=1.S(S([O-])=O)([O-])(=O)=O.[Na+].[Na+], predict the reaction product. The product is: [CH3:1][S:2]([C:5]1[CH:6]=[CH:7][C:8]([CH2:9][C:10]2[N:14]=[C:13]([CH:15]3[CH2:20][CH2:19][N:18]([C:41]([O:43][C:44]([CH3:47])([CH3:46])[CH3:45])=[O:42])[CH2:17][CH2:16]3)[O:12][N:11]=2)=[CH:21][CH:22]=1)(=[O:3])=[O:4]. (5) Given the reactants BrC1C=CC2OC3C(=O)NC(C4CCNCC4)=NC=3C=2C=1.BrC1C=CC2OC3C(=O)NC(C4CCN(C(OC(C)(C)C)=O)CC4)=NC=3C=2C=1.[Br:50][C:51]1[CH:52]=[CH:53][C:54]2[O:63][C:62]3[C:61](=[O:64])[NH:60][C:59]([C@@H:65]4[CH2:69][C@H:68]([F:70])[CH2:67][N:66]4C(OC(C)(C)C)=O)=[N:58][C:57]=3[C:55]=2[CH:56]=1, predict the reaction product. The product is: [Br:50][C:51]1[CH:52]=[CH:53][C:54]2[O:63][C:62]3[C:61](=[O:64])[NH:60][C:59]([C@@H:65]4[CH2:69][C@H:68]([F:70])[CH2:67][NH:66]4)=[N:58][C:57]=3[C:55]=2[CH:56]=1.